Task: Predict the reactants needed to synthesize the given product.. Dataset: Full USPTO retrosynthesis dataset with 1.9M reactions from patents (1976-2016) (1) The reactants are: [I:1][C:2]1[CH:6]=[CH:5][NH:4][N:3]=1.[H-].[Na+].C[C:10]1[CH:17]=[C:16](F)[CH:15]=[CH:14][C:11]=1[C:12]#[N:13]. Given the product [I:1][C:2]1[CH:6]=[CH:5][N:4]([C:16]2[CH:15]=[CH:14][C:11]([C:12]#[N:13])=[CH:10][CH:17]=2)[N:3]=1, predict the reactants needed to synthesize it. (2) Given the product [NH2:1][C:2]1[CH:10]=[CH:9][CH:8]=[C:7]([Cl:11])[C:3]=1[C:4]([NH:12][CH2:13][CH2:14][CH2:15][C@H:16]1[O:20][C:19](=[O:21])[N:18]([C:22]2[CH:23]=[CH:24][C:25]3[S:30][CH2:29][C:28](=[O:31])[NH:27][C:26]=3[CH:32]=2)[CH2:17]1)=[O:6], predict the reactants needed to synthesize it. The reactants are: [NH2:1][C:2]1[CH:10]=[CH:9][CH:8]=[C:7]([Cl:11])[C:3]=1[C:4]([OH:6])=O.[NH2:12][CH2:13][CH2:14][CH2:15][C@H:16]1[O:20][C:19](=[O:21])[N:18]([C:22]2[CH:23]=[CH:24][C:25]3[S:30][CH2:29][C:28](=[O:31])[NH:27][C:26]=3[CH:32]=2)[CH2:17]1. (3) Given the product [O:21]1[CH2:26][CH2:25][N:24]([CH2:27][CH2:28][NH:29][C:16](=[O:18])[C:15]2[CH:14]=[CH:13][C:12](/[CH:11]=[CH:10]/[C:3]3[C:4]4[C:9](=[CH:8][CH:7]=[CH:6][CH:5]=4)[NH:1][N:2]=3)=[CH:20][CH:19]=2)[CH2:23][CH2:22]1, predict the reactants needed to synthesize it. The reactants are: [NH:1]1[C:9]2[C:4](=[CH:5][CH:6]=[CH:7][CH:8]=2)[C:3](/[CH:10]=[CH:11]/[C:12]2[CH:20]=[CH:19][C:15]([C:16]([OH:18])=O)=[CH:14][CH:13]=2)=[N:2]1.[O:21]1[CH2:26][CH2:25][N:24]([CH2:27][CH2:28][NH2:29])[CH2:23][CH2:22]1.O.ON1C2C=CC=CC=2N=N1.Cl.C(N=C=NCCCN(C)C)C.C(=O)([O-])O.[Na+]. (4) Given the product [CH3:21][O:20][CH2:19][O:18][CH2:17][C@@H:5]1[C@@H:4]2[CH2:9][CH2:8][C@@H:7]([C@H:2]([O:1][C:25]3[CH:30]=[CH:29][C:28]([C:31]([F:34])([F:33])[F:32])=[CH:27][N:26]=3)[CH2:3]2)[N:6]1[C:10]([O:12][C:13]([CH3:16])([CH3:15])[CH3:14])=[O:11], predict the reactants needed to synthesize it. The reactants are: [OH:1][C@H:2]1[C@@H:7]2[CH2:8][CH2:9][C@@H:4]([C@@H:5]([CH2:17][O:18][CH2:19][O:20][CH3:21])[N:6]2[C:10]([O:12][C:13]([CH3:16])([CH3:15])[CH3:14])=[O:11])[CH2:3]1.[H-].[Na+].Cl[C:25]1[CH:30]=[CH:29][C:28]([C:31]([F:34])([F:33])[F:32])=[CH:27][N:26]=1. (5) Given the product [CH3:15][C:16]1[C:17]([C:2]2[CH:7]=[CH:6][C:5]([C:8]3[O:9][C:10]([CH3:13])=[N:11][N:12]=3)=[CH:4][C:3]=2[CH3:14])=[CH:18][C:19]([NH:22][C:23]([C:25]2[CH:29]=[CH:28][O:27][CH:26]=2)=[O:24])=[CH:20][CH:21]=1, predict the reactants needed to synthesize it. The reactants are: Br[C:2]1[CH:7]=[CH:6][C:5]([C:8]2[O:9][C:10]([CH3:13])=[N:11][N:12]=2)=[CH:4][C:3]=1[CH3:14].[CH3:15][C:16]1[CH:21]=[CH:20][C:19]([NH:22][C:23]([C:25]2[CH:29]=[CH:28][O:27][CH:26]=2)=[O:24])=[CH:18][C:17]=1B1OC(C)(C)C(C)(C)O1.